From a dataset of Catalyst prediction with 721,799 reactions and 888 catalyst types from USPTO. Predict which catalyst facilitates the given reaction. (1) Reactant: [CH2:1]([C:3]1[N:7]([C:8]2[N:16]=[C:15]3[C:11]([N:12]=[C:13]([CH:18]=O)[N:14]3[CH3:17])=[C:10]([N:20]3[CH2:25][CH2:24][O:23][CH2:22][CH2:21]3)[N:9]=2)[C:6]2[CH:26]=[CH:27][CH:28]=[CH:29][C:5]=2[N:4]=1)[CH3:2].[NH:30]1[CH2:33][CH:32]([N:34]2[CH2:39][CH2:38][N:37]([CH3:40])[C:36](=[O:41])[CH2:35]2)[CH2:31]1.C(O[BH-](OC(=O)C)OC(=O)C)(=O)C.[Na+]. Product: [CH2:1]([C:3]1[N:7]([C:8]2[N:16]=[C:15]3[C:11]([N:12]=[C:13]([CH2:18][N:30]4[CH2:31][CH:32]([N:34]5[CH2:39][CH2:38][N:37]([CH3:40])[C:36](=[O:41])[CH2:35]5)[CH2:33]4)[N:14]3[CH3:17])=[C:10]([N:20]3[CH2:25][CH2:24][O:23][CH2:22][CH2:21]3)[N:9]=2)[C:6]2[CH:26]=[CH:27][CH:28]=[CH:29][C:5]=2[N:4]=1)[CH3:2]. The catalyst class is: 26. (2) Reactant: [NH2:1][C:2]1[CH:10]=[CH:9][C:8]([I:11])=[CH:7][C:3]=1[C:4]([OH:6])=O.[F:12][C:13]([F:25])([F:24])[C:14](=O)[CH2:15][CH2:16][C:17]1[CH:22]=[CH:21][CH:20]=[CH:19][CH:18]=1.CS(O)(=O)=O.O=P12OP3(OP(OP(O3)(O1)=O)(=O)O2)=O.[OH-].[Na+].[NH4+].[OH-]. Product: [CH2:16]([C:15]1[C:14]([C:13]([F:12])([F:25])[F:24])=[N:1][C:2]2[C:3]([C:4]=1[OH:6])=[CH:7][C:8]([I:11])=[CH:9][CH:10]=2)[C:17]1[CH:22]=[CH:21][CH:20]=[CH:19][CH:18]=1. The catalyst class is: 2. (3) Reactant: Br[C:2]1[N:3]=[C:4]([C:23]2[O:24][C:25]([C:28]3[CH:33]=[CH:32][CH:31]=[CH:30][CH:29]=3)=[N:26][N:27]=2)[C:5]([N:8]([C:16]([O:18][C:19]([CH3:22])([CH3:21])[CH3:20])=[O:17])[C:9](=[O:15])[O:10][C:11]([CH3:14])([CH3:13])[CH3:12])=[N:6][CH:7]=1.CC1(C)C(C)(C)OB([C:42]2[CH2:43][CH2:44][N:45]([C:48]([O:50][C:51]([CH3:54])([CH3:53])[CH3:52])=[O:49])[CH2:46][CH:47]=2)O1.C([O-])([O-])=O.[Na+].[Na+]. Product: [C:11]([O:10][C:9]([N:8]([C:16]([O:18][C:19]([CH3:22])([CH3:21])[CH3:20])=[O:17])[C:5]1[N:6]=[CH:7][C:2]([C:42]2[CH2:47][CH2:46][N:45]([C:48]([O:50][C:51]([CH3:54])([CH3:53])[CH3:52])=[O:49])[CH2:44][CH:43]=2)=[N:3][C:4]=1[C:23]1[O:24][C:25]([C:28]2[CH:33]=[CH:32][CH:31]=[CH:30][CH:29]=2)=[N:26][N:27]=1)=[O:15])([CH3:14])([CH3:13])[CH3:12]. The catalyst class is: 233. (4) Reactant: [CH:1]([O:4][C:5]([N:7]1[CH:12]([CH2:13][CH3:14])[CH2:11][CH:10]([NH:15][CH2:16][C:17]2[CH:22]=[C:21]([C:23]([F:26])([F:25])[F:24])[CH:20]=[C:19]([C:27]([F:30])([F:29])[F:28])[CH:18]=2)[CH2:9][CH:8]1[CH2:31][CH3:32])=[O:6])([CH3:3])[CH3:2].C(=O)([O-])[O-].[Na+].[Na+].[N:39]#[C:40]Br. Product: [CH:1]([O:4][C:5]([N:7]1[CH:12]([CH2:13][CH3:14])[CH2:11][CH:10]([N:15]([CH2:16][C:17]2[CH:22]=[C:21]([C:23]([F:26])([F:24])[F:25])[CH:20]=[C:19]([C:27]([F:30])([F:28])[F:29])[CH:18]=2)[C:40]#[N:39])[CH2:9][CH:8]1[CH2:31][CH3:32])=[O:6])([CH3:3])[CH3:2]. The catalyst class is: 5. (5) Reactant: [CH3:1][C@@:2]1([C:21]([O:23]C)=O)[CH2:6][CH2:5][CH2:4][N:3]1[C:7](=[O:20])[CH2:8][S:9][C:10]1[N:14]([CH3:15])[C:13]2[CH:16]=[CH:17][CH:18]=[CH:19][C:12]=2[N:11]=1.[Li+].[OH-].Cl.[C:28]1([C:34]2[CH:35]=[C:36]([CH:39]=[CH:40][CH:41]=2)[CH2:37][NH2:38])[CH:33]=[CH:32][CH:31]=[CH:30][CH:29]=1.O.ON1C2C=CC=CC=2N=N1.C(N(CC)CC)C.C(Cl)CCl. Product: [C:34]1([C:28]2[CH:33]=[CH:32][CH:31]=[CH:30][CH:29]=2)[CH:41]=[CH:40][CH:39]=[C:36]([CH2:37][NH:38][C:21](=[O:23])[C@:2]2([CH3:1])[CH2:6][CH2:5][CH2:4][N:3]2[C:7](=[O:20])[CH2:8][S:9][C:10]2[N:14]([CH3:15])[C:13]3[CH:16]=[CH:17][CH:18]=[CH:19][C:12]=3[N:11]=2)[CH:35]=1. The catalyst class is: 92. (6) Reactant: [Br:1][C:2]1[CH:3]=[C:4](/[CH:9]=[CH:10]/[C:11]([N:13]([C:15]2([C:28](=[O:42])[NH:29][CH2:30][CH2:31][C:32]3[C:40]4[C:35](=[CH:36][CH:37]=[C:38]([F:41])[CH:39]=4)[NH:34][CH:33]=3)[CH2:20][CH2:19][N:18](C(OC(C)(C)C)=O)[CH2:17][CH2:16]2)[CH3:14])=[O:12])[CH:5]=[CH:6][C:7]=1[F:8].C(O)(C(F)(F)F)=O.C([O-])(O)=O.[Na+].[OH-].[Na+]. Product: [Br:1][C:2]1[CH:3]=[C:4](/[CH:9]=[CH:10]/[C:11]([N:13]([C:15]2([C:28]([NH:29][CH2:30][CH2:31][C:32]3[C:40]4[C:35](=[CH:36][CH:37]=[C:38]([F:41])[CH:39]=4)[NH:34][CH:33]=3)=[O:42])[CH2:20][CH2:19][NH:18][CH2:17][CH2:16]2)[CH3:14])=[O:12])[CH:5]=[CH:6][C:7]=1[F:8]. The catalyst class is: 2. (7) Reactant: [N:1]1[CH:6]=[CH:5][CH:4]=[CH:3][C:2]=1[C:7]([C:9]1[C:17]2[O:16][CH2:15][CH2:14][C:13]=2[CH:12]=[CH:11][CH:10]=1)=[O:8].[N+:18]([O-])([OH:20])=[O:19].[OH-].[Na+]. Product: [N:1]1[CH:6]=[CH:5][CH:4]=[CH:3][C:2]=1[C:7]([C:9]1[C:17]2[O:16][CH2:15][CH2:14][C:13]=2[CH:12]=[C:11]([N+:18]([O-:20])=[O:19])[CH:10]=1)=[O:8]. The catalyst class is: 82.